This data is from Full USPTO retrosynthesis dataset with 1.9M reactions from patents (1976-2016). The task is: Predict the reactants needed to synthesize the given product. (1) The reactants are: C(OC([NH:11][CH2:12][C:13]1[NH:14][C:15]([CH3:23])=[C:16]([C:18]([O:20][CH2:21][CH3:22])=[O:19])[N:17]=1)=O)C1C=CC=CC=1.[BrH:24].C(O)(=O)C. Given the product [BrH:24].[NH2:11][CH2:12][C:13]1[NH:14][C:15]([CH3:23])=[C:16]([C:18]([O:20][CH2:21][CH3:22])=[O:19])[N:17]=1, predict the reactants needed to synthesize it. (2) Given the product [NH2:1][C:2]1[CH:7]=[CH:6][C:5]([C:8]2[CH2:9][C@@H:10]3[N:16]([CH:17]=2)[C:15](=[O:18])[C:14]2[CH:19]=[C:20]([O:61][CH3:62])[C:21]([O:23][CH2:24][CH2:25][CH2:26][O:27][C:28]4[C:58]([O:59][CH3:60])=[CH:57][C:31]5[C:32](=[O:56])[N:33]6[CH:48]=[C:47]([C:77]7[CH:78]=[CH:79][C:74]([O:73][CH3:72])=[CH:75][CH:76]=7)[CH2:46][C@H:34]6[C:35](=[O:45])[N:36]([CH2:37][O:38][CH2:39][CH2:40][Si:41]([CH3:44])([CH3:43])[CH3:42])[C:30]=5[CH:29]=4)=[CH:22][C:13]=2[N:12]([CH2:63][O:64][CH2:65][CH2:66][Si:67]([CH3:70])([CH3:69])[CH3:68])[C:11]3=[O:71])=[CH:4][CH:3]=1, predict the reactants needed to synthesize it. The reactants are: [NH2:1][C:2]1[CH:7]=[CH:6][C:5]([C:8]2[CH2:9][C@@H:10]3[N:16]([CH:17]=2)[C:15](=[O:18])[C:14]2[CH:19]=[C:20]([O:61][CH3:62])[C:21]([O:23][CH2:24][CH2:25][CH2:26][O:27][C:28]4[C:58]([O:59][CH3:60])=[CH:57][C:31]5[C:32](=[O:56])[N:33]6[CH:48]=[C:47](S(C(F)(F)F)(=O)=O)[CH2:46][C@H:34]6[C:35](=[O:45])[N:36]([CH2:37][O:38][CH2:39][CH2:40][Si:41]([CH3:44])([CH3:43])[CH3:42])[C:30]=5[CH:29]=4)=[CH:22][C:13]=2[N:12]([CH2:63][O:64][CH2:65][CH2:66][Si:67]([CH3:70])([CH3:69])[CH3:68])[C:11]3=[O:71])=[CH:4][CH:3]=1.[CH3:72][O:73][C:74]1[CH:79]=[CH:78][C:77](B(O)O)=[CH:76][CH:75]=1.C([O-])([O-])=O.[Na+].[Na+].CCOC(C)=O. (3) The reactants are: [CH3:1][C:2]1[C:10]2[C:5](=[CH:6][CH:7]=[C:8]([B:11]3[O:15][C:14]([CH3:17])([CH3:16])[C:13]([CH3:19])([CH3:18])[O:12]3)[CH:9]=2)[NH:4][N:3]=1.[C:20](=O)([O-])[O-].[K+].[K+].CI. Given the product [CH3:20][N:4]1[C:5]2[C:10](=[CH:9][C:8]([B:11]3[O:15][C:14]([CH3:17])([CH3:16])[C:13]([CH3:19])([CH3:18])[O:12]3)=[CH:7][CH:6]=2)[C:2]([CH3:1])=[N:3]1, predict the reactants needed to synthesize it.